From a dataset of Full USPTO retrosynthesis dataset with 1.9M reactions from patents (1976-2016). Predict the reactants needed to synthesize the given product. (1) The reactants are: [H-].[Na+].[NH:3]1[CH2:8][CH2:7][CH:6]([OH:9])[CH2:5][CH2:4]1.Br[C:11]1[CH:16]=[CH:15][C:14]([Br:17])=[CH:13][N:12]=1. Given the product [Br:17][C:14]1[CH:15]=[CH:16][C:11]([O:9][CH:6]2[CH2:7][CH2:8][NH:3][CH2:4][CH2:5]2)=[N:12][CH:13]=1, predict the reactants needed to synthesize it. (2) Given the product [F:29][C:23]1[CH:24]=[CH:25][C:26]([F:28])=[CH:27][C:22]=1[CH2:21][O:20][C:18]([N:15]1[CH2:16][CH2:17][CH:12]([NH:11][C:10]2[CH:9]=[CH:8][C:7]([CH2:6][CH2:5][NH:4][CH2:60][C@H:58]([OH:59])[CH2:57][O:56][C:53]3[CH:54]=[CH:55][C:50]([OH:49])=[CH:51][CH:52]=3)=[CH:31][CH:30]=2)[CH2:13][CH2:14]1)=[O:19], predict the reactants needed to synthesize it. The reactants are: C(O)=O.[NH2:4][CH2:5][CH2:6][C:7]1[CH:31]=[CH:30][C:10]([NH:11][CH:12]2[CH2:17][CH2:16][N:15]([C:18]([O:20][CH2:21][C:22]3[CH:27]=[C:26]([F:28])[CH:25]=[CH:24][C:23]=3[F:29])=[O:19])[CH2:14][CH2:13]2)=[CH:9][CH:8]=1.C([Si]([O:49][C:50]1[CH:55]=[CH:54][C:53]([O:56][CH2:57][CH:58]2[CH2:60][O:59]2)=[CH:52][CH:51]=1)(C1C=CC=CC=1)C1C=CC=CC=1)(C)(C)C.